This data is from Forward reaction prediction with 1.9M reactions from USPTO patents (1976-2016). The task is: Predict the product of the given reaction. Given the reactants [F:1][C:2]1[CH:3]=[C:4](/[CH:9]=[CH:10]/[C:11]([OH:13])=O)[CH:5]=[C:6]([F:8])[CH:7]=1.CCN(C(C)C)C(C)C.C(Cl)(=O)C(C)(C)C.[C:30]1([C@@H:36]2[CH2:40][O:39][C:38](=[O:41])[NH:37]2)[CH:35]=[CH:34][CH:33]=[CH:32][CH:31]=1.C([Li])CCC, predict the reaction product. The product is: [F:8][C:6]1[CH:5]=[C:4](/[CH:9]=[CH:10]/[C:11]([N:37]2[C@H:36]([C:30]3[CH:35]=[CH:34][CH:33]=[CH:32][CH:31]=3)[CH2:40][O:39][C:38]2=[O:41])=[O:13])[CH:3]=[C:2]([F:1])[CH:7]=1.